Dataset: Reaction yield outcomes from USPTO patents with 853,638 reactions. Task: Predict the reaction yield, written as a fraction of the theoretical maximum amount of product (1.0 means a 100% yield; for example, 0.34 means a 34% yield). (1) The reactants are [NH:1]([C:8]1[N:17]([C:18]2[CH:23]=[CH:22][CH:21]=[CH:20][CH:19]=2)[C:16]2[N:15]=[C:14]([C:24]([O:26]CC)=O)[C:13]([F:29])=[CH:12][C:11]=2[C:10](=[O:30])[CH:9]=1)[C:2]1[CH:7]=[CH:6][CH:5]=[CH:4][CH:3]=1.[NH4+:31].[Cl-]. The catalyst is N.CO. The product is [NH:1]([C:8]1[N:17]([C:18]2[CH:19]=[CH:20][CH:21]=[CH:22][CH:23]=2)[C:16]2[N:15]=[C:14]([C:24]([NH2:31])=[O:26])[C:13]([F:29])=[CH:12][C:11]=2[C:10](=[O:30])[CH:9]=1)[C:2]1[CH:7]=[CH:6][CH:5]=[CH:4][CH:3]=1. The yield is 0.710. (2) The reactants are [F:1][C:2]1[CH:7]=[C:6]([I:8])[CH:5]=[CH:4][C:3]=1[NH:9][C:10]1[CH:11]=[N:12][CH:13]=[CH:14][C:15]=1[C:16]([N:18]1[CH2:21][C:20]([C@@H:23]2[CH2:28][CH2:27][CH2:26][CH2:25][N:24]2C(OC(C)(C)C)=O)([OH:22])[CH2:19]1)=[O:17].Cl.[O:37]1CCO[CH2:39][CH2:38]1. The catalyst is CO. The product is [C:38]([O:22][C:20]1([C@@H:23]2[CH2:28][CH2:27][CH2:26][CH2:25][NH:24]2)[CH2:19][N:18]([C:16]([C:15]2[CH:14]=[CH:13][N:12]=[CH:11][C:10]=2[NH:9][C:3]2[CH:4]=[CH:5][C:6]([I:8])=[CH:7][C:2]=2[F:1])=[O:17])[CH2:21]1)(=[O:37])[CH3:39]. The yield is 0.630. (3) The reactants are CO[C:3](=[O:13])[C:4]1[C:9]([I:10])=[CH:8][CH:7]=[CH:6][C:5]=1[CH2:11]Br.[CH3:14][O:15][C:16]1[CH:23]=[CH:22][C:19]([CH2:20][NH2:21])=[CH:18][CH:17]=1.C([O-])([O-])=O.[K+].[K+].C(OCC)(=O)C. The catalyst is C1(C)C=CC=CC=1.CCCCCC. The product is [I:10][C:9]1[CH:8]=[CH:7][CH:6]=[C:5]2[C:4]=1[C:3](=[O:13])[N:21]([CH2:20][C:19]1[CH:22]=[CH:23][C:16]([O:15][CH3:14])=[CH:17][CH:18]=1)[CH2:11]2. The yield is 0.310.